From a dataset of TCR-epitope binding with 47,182 pairs between 192 epitopes and 23,139 TCRs. Binary Classification. Given a T-cell receptor sequence (or CDR3 region) and an epitope sequence, predict whether binding occurs between them. (1) The epitope is VTEHDTLLY. The TCR CDR3 sequence is CASAAGTYGYTF. Result: 0 (the TCR does not bind to the epitope). (2) The epitope is KLSYGIATV. The TCR CDR3 sequence is CASSQGEGTLSYEQYF. Result: 1 (the TCR binds to the epitope). (3) The epitope is ELAGIGILTV. The TCR CDR3 sequence is CSARDLGLAGGPRETQYF. Result: 1 (the TCR binds to the epitope). (4) The epitope is PKYVKQNTLKLAT. The TCR CDR3 sequence is CASSEPDRAHYEQYF. Result: 0 (the TCR does not bind to the epitope).